This data is from Reaction yield outcomes from USPTO patents with 853,638 reactions. The task is: Predict the reaction yield, written as a fraction of the theoretical maximum amount of product (1.0 means a 100% yield; for example, 0.34 means a 34% yield). (1) The reactants are [CH3:1][N:2]1[C:10]2[C:5](=[CH:6][CH:7]=[CH:8][CH:9]=2)[C:4]([CH2:11][NH:12][CH3:13])=[C:3]1[CH3:14].[NH2:15][C:16]1[N:21]=[CH:20][C:19](/[CH:22]=[CH:23]/[C:24]([OH:26])=O)=[CH:18][CH:17]=1.CCN(CC)CC.C1C=CC2N(O)N=NC=2C=1.O.C(Cl)CCl. The catalyst is CN(C=O)C.C(Cl)Cl. The product is [NH2:15][C:16]1[N:21]=[CH:20][C:19](/[CH:22]=[CH:23]/[C:24]([N:12]([CH2:11][C:4]2[C:5]3[C:10](=[CH:9][CH:8]=[CH:7][CH:6]=3)[N:2]([CH3:1])[C:3]=2[CH3:14])[CH3:13])=[O:26])=[CH:18][CH:17]=1. The yield is 0.970. (2) The reactants are [CH2:1]([O:3][C:4](=[O:13])[CH2:5][C:6]1[CH:11]=[CH:10][C:9]([NH2:12])=[CH:8][CH:7]=1)[CH3:2].C(N(CC)CC)C.[I:21]Cl. The catalyst is C(Cl)Cl. The product is [CH2:1]([O:3][C:4](=[O:13])[CH2:5][C:6]1[CH:7]=[CH:8][C:9]([NH2:12])=[C:10]([I:21])[CH:11]=1)[CH3:2]. The yield is 0.460. (3) The reactants are [OH:1][CH2:2][C@@H:3]([NH:11][C:12](=[O:28])[C:13]1[CH:18]=[C:17]([O:19]CC2C=CC=CC=2)[CH:16]=[CH:15][C:14]=1[OH:27])[CH2:4][C:5]1[CH:10]=[CH:9][CH:8]=[CH:7][CH:6]=1. The catalyst is CO. The product is [OH:1][CH2:2][C@@H:3]([NH:11][C:12](=[O:28])[C:13]1[CH:18]=[C:17]([OH:19])[CH:16]=[CH:15][C:14]=1[OH:27])[CH2:4][C:5]1[CH:6]=[CH:7][CH:8]=[CH:9][CH:10]=1. The yield is 0.850.